This data is from Forward reaction prediction with 1.9M reactions from USPTO patents (1976-2016). The task is: Predict the product of the given reaction. (1) Given the reactants [Br:1][C:2]1[CH:3]=[CH:4][CH:5]=[C:6]2[C:10]=1[NH:9][CH:8]=[C:7]2[CH2:11][CH2:12][CH2:13][OH:14].[Cl:15][C:16]1[C:21]([CH3:22])=[CH:20][C:19](O)=[CH:18][C:17]=1[CH3:24].C1(P(C2C=CC=CC=2)C2C=CC=CC=2)C=CC=CC=1.C(O)(C(F)(F)F)=O.C(Cl)Cl, predict the reaction product. The product is: [Br:1][C:2]1[CH:3]=[CH:4][CH:5]=[C:6]2[C:10]=1[NH:9][CH:8]=[C:7]2[CH2:11][CH2:12][CH2:13][O:14][C:19]1[CH:20]=[C:21]([CH3:22])[C:16]([Cl:15])=[C:17]([CH3:24])[CH:18]=1. (2) Given the reactants [C:1]1([CH:7]([C:49]2[CH:54]=[CH:53][CH:52]=[CH:51][CH:50]=2)[N:8]2[CH:13]=[CH:12][CH:11]=[C:10]([C:14]([NH:16][C@@H:17]([CH2:23][CH2:24][CH2:25][NH:26][C:27]([NH:29][S:30]([C:33]3[C:34]([CH3:47])=[C:35]4[C:40](=[C:41]([CH3:44])[C:42]=3[CH3:43])[O:39][C:38]([CH3:46])([CH3:45])[CH2:37][CH2:36]4)(=[O:32])=[O:31])=[NH:28])[CH2:18][C:19]([O:21]C)=[O:20])=[O:15])[C:9]2=[O:48])[CH:6]=[CH:5][CH:4]=[CH:3][CH:2]=1, predict the reaction product. The product is: [C:1]1([CH:7]([C:49]2[CH:54]=[CH:53][CH:52]=[CH:51][CH:50]=2)[N:8]2[CH:13]=[CH:12][CH:11]=[C:10]([C:14]([NH:16][C@@H:17]([CH2:23][CH2:24][CH2:25][NH:26][C:27]([NH:29][S:30]([C:33]3[C:34]([CH3:47])=[C:35]4[C:40](=[C:41]([CH3:44])[C:42]=3[CH3:43])[O:39][C:38]([CH3:46])([CH3:45])[CH2:37][CH2:36]4)(=[O:31])=[O:32])=[NH:28])[CH2:18][C:19]([OH:21])=[O:20])=[O:15])[C:9]2=[O:48])[CH:6]=[CH:5][CH:4]=[CH:3][CH:2]=1. (3) Given the reactants [NH2:1][S:2]([C:5]1[CH:6]=[CH:7][C:8]([NH:14][NH2:15])=[C:9]([CH:13]=1)[C:10]([OH:12])=[O:11])(=[O:4])=[O:3].CO[CH2:18]/[C:19](=[N:21]/[C:22](=O)[CH2:23][C:24]1[CH:29]=[CH:28][CH:27]=[CH:26][CH:25]=1)/C, predict the reaction product. The product is: [NH2:1][S:2]([C:5]1[CH:6]=[CH:7][C:8]([N:14]2[C:22]([CH2:23][C:24]3[CH:29]=[CH:28][CH:27]=[CH:26][CH:25]=3)=[N:21][C:19]([CH3:18])=[N:15]2)=[C:9]([CH:13]=1)[C:10]([OH:12])=[O:11])(=[O:4])=[O:3]. (4) Given the reactants [H-].[Na+].[CH2:3]([O:10][C:11]1[N:16]=[C:15]([NH2:17])[C:14]([F:18])=[CH:13][N:12]=1)[C:4]1[CH:9]=[CH:8][CH:7]=[CH:6][CH:5]=1.[N:19]#[C:20]Br, predict the reaction product. The product is: [CH2:3]([O:10][C:11]1[N:16]=[C:15]([NH:17][C:20]#[N:19])[C:14]([F:18])=[CH:13][N:12]=1)[C:4]1[CH:5]=[CH:6][CH:7]=[CH:8][CH:9]=1. (5) Given the reactants [CH:1]1(B(O)O)[CH2:3][CH2:2]1.C1(P(C2CCCCC2)C2C=CC=CC=2C2C(OC)=CC=CC=2OC)CCCCC1.C(=O)([O-])[O-].[Na+].[Na+].Br[C:43]1[C:48]([C:49]2[CH:54]=[CH:53][C:52]([F:55])=[CH:51][CH:50]=2)=[C:47]([F:56])[C:46]([O:57][CH3:58])=[C:45]([CH:59]=[O:60])[CH:44]=1, predict the reaction product. The product is: [CH:1]1([C:43]2[C:48]([C:49]3[CH:50]=[CH:51][C:52]([F:55])=[CH:53][CH:54]=3)=[C:47]([F:56])[C:46]([O:57][CH3:58])=[C:45]([CH:59]=[O:60])[CH:44]=2)[CH2:3][CH2:2]1. (6) Given the reactants [CH:1]1([N:4]([CH3:21])[CH:5]2[CH2:14][CH2:13][C:12]([CH3:16])([CH3:15])[C:11]3[CH:10]=[C:9]([C:17]#[CH:18])[CH:8]=[C:7]([O:19][CH3:20])[C:6]2=3)[CH2:3][CH2:2]1.[CH3:22][O:23][C:24](=[O:34])[CH2:25][C:26]1[CH:31]=[CH:30][C:29](I)=[CH:28][C:27]=1[F:33].C(N(CC)CC)C.C(OCC)(=O)C, predict the reaction product. The product is: [CH3:22][O:23][C:24](=[O:34])[CH2:25][C:26]1[CH:31]=[CH:30][C:29]([C:18]#[C:17][C:9]2[CH:8]=[C:7]([O:19][CH3:20])[C:6]3[CH:5]([N:4]([CH:1]4[CH2:3][CH2:2]4)[CH3:21])[CH2:14][CH2:13][C:12]([CH3:15])([CH3:16])[C:11]=3[CH:10]=2)=[CH:28][C:27]=1[F:33]. (7) Given the reactants FC(F)(F)C(O)=O.N1C=CC=CC=1.[F:14][C:15]1[CH:16]=[C:17]2[C:21](=[CH:22][CH:23]=1)[NH:20][CH:19]=[C:18]2[CH2:24][CH2:25][CH2:26][OH:27].C1(N=C=NC2CCCCC2)CCCCC1, predict the reaction product. The product is: [F:14][C:15]1[CH:16]=[C:17]2[C:21](=[CH:22][CH:23]=1)[NH:20][CH:19]=[C:18]2[CH2:24][CH2:25][CH:26]=[O:27]. (8) Given the reactants [Cl:1][C:2]1[N:7]=[C:6]([NH:8][C:9]2[S:10][C:11]([C:14]#[N:15])=[CH:12][N:13]=2)[CH:5]=[C:4]([CH2:16]O)[CH:3]=1.CN(C)C=O.P(Cl)(Cl)([Cl:25])=O, predict the reaction product. The product is: [Cl:1][C:2]1[N:7]=[C:6]([NH:8][C:9]2[S:10][C:11]([C:14]#[N:15])=[CH:12][N:13]=2)[CH:5]=[C:4]([CH2:16][Cl:25])[CH:3]=1.